This data is from Catalyst prediction with 721,799 reactions and 888 catalyst types from USPTO. The task is: Predict which catalyst facilitates the given reaction. (1) Reactant: C(NC(C)C)(C)C.C([Li])CCC.[S:13]1[CH2:18][CH2:17][C:16](=[O:19])[CH2:15][CH2:14]1.[F:20][C:21]([F:40])([F:39])[S:22](N(C1C=CC=CC=1)[S:22]([C:21]([F:40])([F:39])[F:20])(=[O:24])=[O:23])(=[O:24])=[O:23]. Product: [F:20][C:21]([F:40])([F:39])[S:22]([O:19][C:16]1[CH2:15][CH2:14][S:13][CH2:18][CH:17]=1)(=[O:24])=[O:23]. The catalyst class is: 1. (2) Reactant: [C:1]([O:4][CH2:5][C:6]1[NH:7][CH:8]=[C:9]([O:13][CH3:14])[C:10](=[O:12])[CH:11]=1)(=[O:3])[CH3:2].[F:15][C:16]([F:29])([F:28])[S:17](O[S:17]([C:16]([F:29])([F:28])[F:15])(=[O:19])=[O:18])(=[O:19])=[O:18].O.C(Cl)(Cl)Cl. Product: [C:1]([O:4][CH2:5][C:6]1[CH:11]=[C:10]([O:12][S:17]([C:16]([F:29])([F:28])[F:15])(=[O:19])=[O:18])[C:9]([O:13][CH3:14])=[CH:8][N:7]=1)(=[O:3])[CH3:2]. The catalyst class is: 236. (3) Reactant: [F:1][C:2]1[CH:3]=[CH:4][C:5]([O:15][CH2:16][C:17]2[CH:22]=[CH:21][C:20]([F:23])=[CH:19][CH:18]=2)=[C:6]([C:8](=O)[CH2:9][CH2:10][C:11](=O)[CH3:12])[CH:7]=1.[NH2:24][C:25]1[CH:26]=[CH:27][C:28]([OH:34])=[C:29]([CH:33]=1)[C:30]([OH:32])=[O:31].CC1C=CC(S(O)(=O)=O)=CC=1.Cl. Product: [F:1][C:2]1[CH:3]=[CH:4][C:5]([O:15][CH2:16][C:17]2[CH:22]=[CH:21][C:20]([F:23])=[CH:19][CH:18]=2)=[C:6]([C:8]2[N:24]([C:25]3[CH:33]=[C:29]([C:28]([OH:34])=[CH:27][CH:26]=3)[C:30]([OH:32])=[O:31])[C:11]([CH3:12])=[CH:10][CH:9]=2)[CH:7]=1. The catalyst class is: 496. (4) Reactant: C1(P(C2C=CC=CC=2)C2C=CC=CC=2)C=CC=CC=1.[Br:20]N1C(=O)CCC1=O.[Cl:28][C:29]1[C:34]([CH:35](O)[CH3:36])=[CH:33][CH:32]=[C:31]([Cl:38])[N:30]=1. Product: [Br:20][CH:35]([C:34]1[C:29]([Cl:28])=[N:30][C:31]([Cl:38])=[CH:32][CH:33]=1)[CH3:36]. The catalyst class is: 2.